Task: Predict the reaction yield, written as a fraction of the theoretical maximum amount of product (1.0 means a 100% yield; for example, 0.34 means a 34% yield).. Dataset: Reaction yield outcomes from USPTO patents with 853,638 reactions (1) The reactants are [S:1]1[CH:5]=[CH:4][CH:3]=[C:2]1[CH2:6][NH2:7].CN(C(ON1N=NC2C=CC=NC1=2)=[N+](C)C)C.F[P-](F)(F)(F)(F)F.CCN(CC)CC.[CH2:39]([O:41][C:42]1[C:51]([C:52](O)=[O:53])=[C:50]([CH3:55])[C:49]2[C:44](=[CH:45][C:46]([C:56]([F:59])([F:58])[F:57])=[CH:47][CH:48]=2)[N:43]=1)[CH3:40]. The catalyst is C1COCC1.CCOC(C)=O. The product is [CH2:39]([O:41][C:42]1[C:51]([C:52]([NH:7][CH2:6][C:2]2[S:1][CH:5]=[CH:4][CH:3]=2)=[O:53])=[C:50]([CH3:55])[C:49]2[C:44](=[CH:45][C:46]([C:56]([F:59])([F:57])[F:58])=[CH:47][CH:48]=2)[N:43]=1)[CH3:40]. The yield is 0.720. (2) The reactants are NC1C=CC([C:8]2[C:13]([S:14]([NH2:17])(=[O:16])=[O:15])=[CH:12][CH:11]=[C:10]([NH2:18])[CH:9]=2)=CC=1.[N+:19]([C:22]1[CH:23]=[C:24]([N:28]=[C:29]=[O:30])[CH:25]=[CH:26][CH:27]=1)([O-:21])=[O:20].[K+].[Br-].NC(N)=O. The yield is 0.443. The product is [CH:26]1[CH:27]=[C:22]([N+:19]([O-:21])=[O:20])[CH:23]=[C:24]([NH:28][C:29]([NH:18][C:10]2[CH:11]=[CH:12][C:13]([S:14]([NH2:17])(=[O:15])=[O:16])=[CH:8][CH:9]=2)=[O:30])[CH:25]=1. No catalyst specified. (3) The reactants are [CH3:1]NN.[Cl:4][C:5]1[CH:10]=[CH:9][C:8]([NH:11][C:12]([NH:14][C:15]2[CH:20]=[CH:19][C:18]([OH:21])=[C:17]([C:22]3[N:23](C)[N:24]=[CH:25][CH:26]=3)[CH:16]=2)=[O:13])=[CH:7][CH:6]=1. The catalyst is N1C=CC=CC=1. The product is [Cl:4][C:5]1[CH:10]=[CH:9][C:8]([NH:11][C:12]([NH:14][C:15]2[CH:20]=[CH:19][C:18]([OH:21])=[C:17]([C:22]3[CH:26]=[CH:25][N:24]([CH3:1])[N:23]=3)[CH:16]=2)=[O:13])=[CH:7][CH:6]=1. The yield is 0.120.